Dataset: Full USPTO retrosynthesis dataset with 1.9M reactions from patents (1976-2016). Task: Predict the reactants needed to synthesize the given product. (1) Given the product [CH3:8][C:7]1[C:2]([N:27]2[CH2:32][CH2:31][O:30][CH2:29][CH2:28]2)=[C:3]([CH2:12][NH:13][C:14](=[O:20])[O:15][C:16]([CH3:19])([CH3:18])[CH3:17])[CH:4]=[C:5]([N+:9]([O-:11])=[O:10])[CH:6]=1, predict the reactants needed to synthesize it. The reactants are: Br[C:2]1[C:7]([CH3:8])=[CH:6][C:5]([N+:9]([O-:11])=[O:10])=[CH:4][C:3]=1[CH2:12][NH:13][C:14](=[O:20])[O:15][C:16]([CH3:19])([CH3:18])[CH3:17].C([O-])([O-])=O.[Cs+].[Cs+].[NH:27]1[CH2:32][CH2:31][O:30][CH2:29][CH2:28]1. (2) Given the product [CH3:2][N:1]([CH3:5])[CH2:6][CH2:7][O:8][C:9]1[CH:14]=[CH:13][C:12]([NH:15][C:16]([NH2:18])=[S:21])=[CH:11][CH:10]=1, predict the reactants needed to synthesize it. The reactants are: [N:1]1([CH2:6][CH2:7][O:8][C:9]2[CH:14]=[CH:13][C:12]([NH:15][C:16]([NH2:18])=O)=[CH:11][CH:10]=2)[CH2:5]CC[CH2:2]1.N(C1C=CC(OCCN(C)C)=CC=1)=C=[S:21]. (3) Given the product [CH3:20][NH:19][C:18]1[CH:21]=[CH:22][C:15]([N:31]2[CH2:32][CH2:33][CH:28]([C:27]([F:35])([F:34])[F:26])[CH2:29][CH2:30]2)=[CH:16][C:17]=1[N+:23]([O-:25])=[O:24], predict the reactants needed to synthesize it. The reactants are: C(P(C(C)(C)C)C(C)(C)C)(C)(C)C.Br[C:15]1[CH:22]=[CH:21][C:18]([NH:19][CH3:20])=[C:17]([N+:23]([O-:25])=[O:24])[CH:16]=1.[F:26][C:27]([F:35])([F:34])[CH:28]1[CH2:33][CH2:32][NH:31][CH2:30][CH2:29]1. (4) Given the product [NH2:1][C:2]1[S:6][N:5]=[C:4](/[C:7](=[N:11]/[O:12][C:13]([C:16]([O:18][C:19]([CH3:22])([CH3:21])[CH3:20])=[O:17])([CH3:15])[CH3:14])/[C:8]([NH:35][C@@H:36]2[C:57](=[O:58])[N:38]3[C:39]([C:45]([O:47][CH2:48][C:49]4[CH:54]=[CH:53][C:52]([O:55][CH3:56])=[CH:51][CH:50]=4)=[O:46])=[C:40]([CH2:43][Cl:44])[CH2:41][S:42][C@H:37]23)=[O:10])[N:3]=1, predict the reactants needed to synthesize it. The reactants are: [NH2:1][C:2]1[S:6][N:5]=[C:4](/[C:7](=[N:11]/[O:12][C:13]([C:16]([O:18][C:19]([CH3:22])([CH3:21])[CH3:20])=[O:17])([CH3:15])[CH3:14])/[C:8]([OH:10])=O)[N:3]=1.C(=O)([O-])[O-].[K+].[K+].CS(Cl)(=O)=O.Cl.[NH2:35][C@@H:36]1[C:57](=[O:58])[N:38]2[C:39]([C:45]([O:47][CH2:48][C:49]3[CH:54]=[CH:53][C:52]([O:55][CH3:56])=[CH:51][CH:50]=3)=[O:46])=[C:40]([CH2:43][Cl:44])[CH2:41][S:42][C@H:37]12. (5) Given the product [NH2:1][C@H:2]1[C:7]([F:9])([F:8])[CH2:6][CH2:5][CH2:4][C@H:3]1[NH:10][C:11]1[N:12]=[C:13]([NH:19][C:20]2[CH:25]=[CH:24][C:23]([C:26]3[O:30][N:29]=[CH:28][CH:27]=3)=[CH:22][CH:21]=2)[C:14]([C:17]([NH2:18])=[O:37])=[N:15][CH:16]=1, predict the reactants needed to synthesize it. The reactants are: [NH2:1][C@H:2]1[C:7]([F:9])([F:8])[CH2:6][CH2:5][CH2:4][C@H:3]1[NH:10][C:11]1[N:12]=[C:13]([NH:19][C:20]2[CH:25]=[CH:24][C:23]([C:26]3[O:30][N:29]=[CH:28][CH:27]=3)=[CH:22][CH:21]=2)[C:14]([C:17]#[N:18])=[N:15][CH:16]=1.[OH-].[Na+].OO.CC(O)=[O:37]. (6) The reactants are: [NH:1]1[CH2:5][CH:4]=[CH:3][CH2:2]1.CN1CCOCC1.Cl.CN(C)CCCN=C=NCC.ON1C2C=CC=CC=2N=N1.[C:35]([NH:45][C@H:46]([C:51](O)=[O:52])[CH2:47][CH:48]([CH3:50])[CH3:49])([O:37][CH2:38][C:39]1[CH:44]=[CH:43][CH:42]=[CH:41][CH:40]=1)=[O:36]. Given the product [C:35]([NH:45][C@H:46]([C:51]([N:1]1[CH2:5][CH:4]=[CH:3][CH2:2]1)=[O:52])[CH2:47][CH:48]([CH3:49])[CH3:50])([O:37][CH2:38][C:39]1[CH:44]=[CH:43][CH:42]=[CH:41][CH:40]=1)=[O:36], predict the reactants needed to synthesize it. (7) Given the product [S:12]1[C:16]2[CH:17]=[CH:18][CH:19]=[CH:20][C:15]=2[NH:14][CH:13]1[C:29]#[N:30], predict the reactants needed to synthesize it. The reactants are: COC1C=CC(C(Cl)=O)=CC=1.[S:12]1[C:16]2[CH:17]=[CH:18][CH:19]=[CH:20][C:15]=2[N:14]=[CH:13]1.[Al+3].[Cl-].[Cl-].[Cl-].C[Si]([C:29]#[N:30])(C)C. (8) Given the product [CH2:53]([O:57][C:58]([N:60]1[CH2:65][CH2:64][N:63]([C:10](=[O:12])[C@@H:9]([NH:8][C:6]([O:5][C:1]([CH3:2])([CH3:3])[CH3:4])=[O:7])[CH2:13][CH2:14][C:15]2[N:16]=[N:17][NH:18][N:19]=2)[CH2:62][CH2:61]1)=[O:59])[CH2:54][CH2:55][CH3:56], predict the reactants needed to synthesize it. The reactants are: [C:1]([O:5][C:6]([NH:8][C@@H:9]([CH2:13][CH2:14][C:15]1[N:16]=[N:17][NH:18][N:19]=1)[C:10]([OH:12])=O)=[O:7])([CH3:4])([CH3:3])[CH3:2].CN(C(ON1N=NC2C=CC=NC1=2)=[N+](C)C)C.F[P-](F)(F)(F)(F)F.CCN(C(C)C)C(C)C.[CH2:53]([O:57][C:58]([N:60]1[CH2:65][CH2:64][NH:63][CH2:62][CH2:61]1)=[O:59])[CH2:54][CH2:55][CH3:56]. (9) The reactants are: [CH2:1]([N:8]1[C:13](=[O:14])[C:12]2[NH:15][CH:16]=[CH:17][C:11]=2[N:10]=[C:9]1/[N:18]=C/N(C)C)[C:2]1[CH:7]=[CH:6][CH:5]=[CH:4][CH:3]=1.[OH-].[Na+]. Given the product [NH2:18][C:9]1[N:8]([CH2:1][C:2]2[CH:3]=[CH:4][CH:5]=[CH:6][CH:7]=2)[C:13](=[O:14])[C:12]2[NH:15][CH:16]=[CH:17][C:11]=2[N:10]=1, predict the reactants needed to synthesize it.